This data is from Peptide-MHC class II binding affinity with 134,281 pairs from IEDB. The task is: Regression. Given a peptide amino acid sequence and an MHC pseudo amino acid sequence, predict their binding affinity value. This is MHC class II binding data. (1) The peptide sequence is RHIVGKPCPKPHRLN. The MHC is DRB1_0401 with pseudo-sequence DRB1_0401. The binding affinity (normalized) is 0.306. (2) The binding affinity (normalized) is 0.391. The peptide sequence is APTGMFVAGAKYMVI. The MHC is DRB1_1602 with pseudo-sequence DRB1_1602.